Dataset: Forward reaction prediction with 1.9M reactions from USPTO patents (1976-2016). Task: Predict the product of the given reaction. Given the reactants [F:1][CH:2]1[CH:7]([OH:8])[CH2:6][CH2:5][N:4]([C:9]([O:11][C:12]([CH3:15])([CH3:14])[CH3:13])=[O:10])[CH2:3]1.C(N(CC)CC)C.[CH3:23][S:24](Cl)(=[O:26])=[O:25], predict the reaction product. The product is: [F:1][C@H:2]1[C@H:7]([O:8][S:24]([CH3:23])(=[O:26])=[O:25])[CH2:6][CH2:5][N:4]([C:9]([O:11][C:12]([CH3:15])([CH3:14])[CH3:13])=[O:10])[CH2:3]1.